This data is from Forward reaction prediction with 1.9M reactions from USPTO patents (1976-2016). The task is: Predict the product of the given reaction. (1) Given the reactants Cl[C:2]1[CH:7]=[CH:6][N:5]=[CH:4][C:3]=1[N+:8]([O-:10])=[O:9].[Si:11]([O:18][C@H:19]1[CH2:24][CH2:23][NH:22][CH2:21][C@@H:20]1[NH:25][C:26](=[O:32])[O:27][C:28]([CH3:31])([CH3:30])[CH3:29])([C:14]([CH3:17])([CH3:16])[CH3:15])([CH3:13])[CH3:12].C(N(CC)CC)C, predict the reaction product. The product is: [Si:11]([O:18][C@H:19]1[CH2:24][CH2:23][N:22]([C:2]2[CH:7]=[CH:6][N:5]=[CH:4][C:3]=2[N+:8]([O-:10])=[O:9])[CH2:21][C@@H:20]1[NH:25][C:26](=[O:32])[O:27][C:28]([CH3:31])([CH3:30])[CH3:29])([C:14]([CH3:17])([CH3:16])[CH3:15])([CH3:13])[CH3:12]. (2) The product is: [CH3:40][C:36]([N:33]1[CH2:34][CH2:35][N:30]([CH2:29][C:27]2[S:28][C:8]3[C:7]([N:1]4[CH2:6][CH2:5][O:4][CH2:3][CH2:2]4)=[N:12][C:11]([C:43]4[CH:48]=[N:47][C:46]([CH3:49])=[C:45]5[NH:50][CH:51]=[CH:52][C:44]=45)=[N:10][C:9]=3[CH:26]=2)[CH2:31][CH2:32]1)([CH3:41])[C:37]([NH2:39])=[O:38]. Given the reactants [N:1]1([C:7]2[C:8]3[S:28][C:27]([CH2:29][N:30]4[CH2:35][CH2:34][N:33]([C:36]([CH3:41])([CH3:40])[C:37]([NH2:39])=[O:38])[CH2:32][CH2:31]4)=[CH:26][C:9]=3[N:10]=[C:11]([Sn](CCCC)(CCCC)CCCC)[N:12]=2)[CH2:6][CH2:5][O:4][CH2:3][CH2:2]1.Br[C:43]1[CH:48]=[N:47][C:46]([CH3:49])=[C:45]2[NH:50][CH:51]=[CH:52][C:44]=12, predict the reaction product. (3) Given the reactants C([O:3][C:4](=[O:20])[C@@H:5]([O:18][CH3:19])[CH2:6][C:7]1[CH:12]=[CH:11][C:10]([O:13][CH2:14][C:15]([OH:17])=O)=[CH:9][CH:8]=1)C.[F:21][C:22]1[CH:27]=[CH:26][C:25]([C:28]([CH:30]2[CH2:35][CH2:34][NH:33][CH2:32][CH2:31]2)=[O:29])=[CH:24][CH:23]=1.C(O[C@@H](CC1C=CC(O[C@@H](C(=O)NCCC2C=CC(OC3C=CC=CC=3)=CC=2)C)=CC=1)C(O)=O)C, predict the reaction product. The product is: [F:21][C:22]1[CH:23]=[CH:24][C:25]([C:28]([CH:30]2[CH2:35][CH2:34][N:33]([C:15](=[O:17])[CH2:14][O:13][C:10]3[CH:9]=[CH:8][C:7]([CH2:6][C@H:5]([O:18][CH3:19])[C:4]([OH:3])=[O:20])=[CH:12][CH:11]=3)[CH2:32][CH2:31]2)=[O:29])=[CH:26][CH:27]=1. (4) Given the reactants Br[CH2:2][CH2:3][CH:4]([C:9]1[O:10][C:11]2[CH:18]=[C:17]([C:19]([F:22])([F:21])[F:20])[CH:16]=[CH:15][C:12]=2[C:13]=1[CH3:14])[CH2:5][CH2:6][CH2:7][CH3:8].C(=O)([O-])[O-].[Cs+].[Cs+].[SH:29][C:30]1[CH:35]=[CH:34][C:33]([O:36][CH2:37][C:38]([O:40][CH2:41][CH3:42])=[O:39])=[C:32]([CH3:43])[CH:31]=1, predict the reaction product. The product is: [CH3:43][C:32]1[CH:31]=[C:30]([S:29][CH2:2][CH2:3][CH:4]([C:9]2[O:10][C:11]3[CH:18]=[C:17]([C:19]([F:22])([F:21])[F:20])[CH:16]=[CH:15][C:12]=3[C:13]=2[CH3:14])[CH2:5][CH2:6][CH2:7][CH3:8])[CH:35]=[CH:34][C:33]=1[O:36][CH2:37][C:38]([O:40][CH2:41][CH3:42])=[O:39]. (5) The product is: [CH:12]([C:15]1[CH:16]=[CH:17][C:18]2[N:23]3[C:22]([CH2:25][CH2:26][CH2:27]3)=[C:21]([CH2:6][CH2:7][NH2:8])[C:19]=2[N:20]=1)([CH3:14])[CH3:13]. Given the reactants COC1[N:8]=[C:7]2C=CN[C:6]2=CC=1.[CH:12]([C:15]1[N:20]=[C:19]2[CH:21]=[CH:22][NH:23][C:18]2=[CH:17][CH:16]=1)([CH3:14])[CH3:13].Br[CH2:25][CH2:26][CH2:27]CBr.BrCCCBr, predict the reaction product. (6) The product is: [Cl:15][C:16]1[CH:17]=[CH:18][C:19]2[N:20]([CH:22]=[C:23]([NH:25][C:10](=[O:12])[C:9]3[CH:8]=[CH:7][C:6]([C:3]([C:1]#[N:2])([CH3:4])[CH3:5])=[CH:14][CH:13]=3)[N:24]=2)[CH:21]=1. Given the reactants [C:1]([C:3]([C:6]1[CH:14]=[CH:13][C:9]([C:10]([OH:12])=O)=[CH:8][CH:7]=1)([CH3:5])[CH3:4])#[N:2].[Cl:15][C:16]1[CH:17]=[CH:18][C:19]2[N:20]([CH:22]=[C:23]([NH2:25])[N:24]=2)[CH:21]=1, predict the reaction product. (7) Given the reactants [OH:1][C:2]1[CH:3]=[C:4]2[C:9](=[CH:10][CH:11]=1)[C:8](=[O:12])[C:7]([CH3:13])=[C:6]([CH3:14])[C:5]2=[O:15].[N+](=[CH2:18])=[N-], predict the reaction product. The product is: [OH:1][C:2]1[CH:3]=[C:4]2[C:9]([C:8](=[O:12])[C:7]([CH3:13])=[C:6]([CH3:14])[C:5]2=[O:15])=[C:10]([CH3:18])[CH:11]=1.